This data is from Reaction yield outcomes from USPTO patents with 853,638 reactions. The task is: Predict the reaction yield, written as a fraction of the theoretical maximum amount of product (1.0 means a 100% yield; for example, 0.34 means a 34% yield). (1) The reactants are [OH:1][CH2:2][CH2:3][CH2:4][NH:5][C:6]1[CH:11]=[C:10]([N+]([O-])=O)[CH:9]=[CH:8][N+:7]=1[O-:15].C[O-].[Na+].CO.C[C:22](O)=[O:23]. No catalyst specified. The product is [OH:1][CH2:2][CH2:3][CH2:4][NH:5][C:6]1[CH:11]=[C:10]([O:23][CH3:22])[CH:9]=[CH:8][N+:7]=1[O-:15]. The yield is 0.900. (2) The reactants are [CH2:1]([NH:8][C:9]1[C:14]([CH3:15])=[C:13]([CH3:16])[N:12]=[C:11](Cl)[C:10]=1[N+:18]([O-:20])=[O:19])[C:2]1[CH:7]=[CH:6][CH:5]=[CH:4][CH:3]=1.C(N(C(C)C)CC)(C)C.[CH2:30]([NH:33][CH2:34][CH:35]=[CH2:36])[CH:31]=[CH2:32]. The catalyst is C(OC(O)C)C. The product is [CH2:30]([N:33]([CH2:34][CH:35]=[CH2:36])[C:11]1[C:10]([N+:18]([O-:20])=[O:19])=[C:9]([NH:8][CH2:1][C:2]2[CH:7]=[CH:6][CH:5]=[CH:4][CH:3]=2)[C:14]([CH3:15])=[C:13]([CH3:16])[N:12]=1)[CH:31]=[CH2:32]. The yield is 0.650.